Dataset: Forward reaction prediction with 1.9M reactions from USPTO patents (1976-2016). Task: Predict the product of the given reaction. (1) Given the reactants C([O:8][C:9]1[CH:44]=[CH:43][C:42]([C:45]([F:48])([F:47])[F:46])=[CH:41][C:10]=1[CH2:11][N:12]([CH2:26][C:27]1[CH:32]=[C:31]([C:33]([F:36])([F:35])[F:34])[CH:30]=[C:29]([C:37]([F:40])([F:39])[F:38])[CH:28]=1)[C:13]1[N:18]=[CH:17][C:16]([O:19][CH2:20][CH2:21][S:22]([CH3:25])(=[O:24])=[O:23])=[CH:15][N:14]=1)C1C=CC=CC=1, predict the reaction product. The product is: [F:40][C:37]([F:38])([F:39])[C:29]1[CH:28]=[C:27]([CH:32]=[C:31]([C:33]([F:35])([F:34])[F:36])[CH:30]=1)[CH2:26][N:12]([CH2:11][C:10]1[CH:41]=[C:42]([C:45]([F:48])([F:47])[F:46])[CH:43]=[CH:44][C:9]=1[OH:8])[C:13]1[N:18]=[CH:17][C:16]([O:19][CH2:20][CH2:21][S:22]([CH3:25])(=[O:24])=[O:23])=[CH:15][N:14]=1. (2) Given the reactants [F:1][C:2]1[CH:7]=[CH:6][C:5]([C:8]2[O:9][C:10]3[CH:20]=[C:19]([CH2:21][CH2:22][C:23]([O:25][CH3:26])=[O:24])[C:18]([OH:27])=[CH:17][C:11]=3[C:12]=2[C:13](=[O:16])[NH:14][CH3:15])=[CH:4][CH:3]=1.[S:28](O[S:28]([C:31]([F:34])([F:33])[F:32])(=[O:30])=[O:29])([C:31]([F:34])([F:33])[F:32])(=[O:30])=[O:29], predict the reaction product. The product is: [F:1][C:2]1[CH:3]=[CH:4][C:5]([C:8]2[O:9][C:10]3[CH:20]=[C:19]([CH2:21][CH2:22][C:23]([O:25][CH3:26])=[O:24])[C:18]([O:27][S:28]([C:31]([F:34])([F:33])[F:32])(=[O:30])=[O:29])=[CH:17][C:11]=3[C:12]=2[C:13](=[O:16])[NH:14][CH3:15])=[CH:6][CH:7]=1. (3) Given the reactants [CH:1]1([CH2:7][C:8]2[S:12][C:11]([S:13]([NH2:16])(=[O:15])=[O:14])=[N:10][C:9]=2[C:17]2[CH:22]=[C:21]([C:23]([CH3:26])([CH3:25])[CH3:24])[CH:20]=[C:19]([C:27]([CH3:30])([CH3:29])[CH3:28])[CH:18]=2)[CH2:6][CH2:5][CH2:4][CH2:3][CH2:2]1.CCN(CC)CC.[CH3:38][C:39](OC(C)=O)=[O:40].O, predict the reaction product. The product is: [CH:1]1([CH2:7][C:8]2[S:12][C:11]([S:13]([NH:16][C:39](=[O:40])[CH3:38])(=[O:14])=[O:15])=[N:10][C:9]=2[C:17]2[CH:22]=[C:21]([C:23]([CH3:24])([CH3:26])[CH3:25])[CH:20]=[C:19]([C:27]([CH3:30])([CH3:29])[CH3:28])[CH:18]=2)[CH2:2][CH2:3][CH2:4][CH2:5][CH2:6]1. (4) Given the reactants [CH2:1]([NH:3][S:4]([C:7]1[CH:12]=[CH:11][C:10](Br)=[CH:9][CH:8]=1)(=[O:6])=[O:5])[CH3:2].C([O-])(=O)C.[K+].[CH3:19][O:20][C:21]1[CH:26]=[CH:25][N:24]=[C:23]([CH2:27][CH2:28][C:29]2[NH:38][C:32]3=[N:33][CH:34]=[C:35](I)[CH:36]=[C:31]3[N:30]=2)[CH:22]=1.C(=O)([O-])[O-].[K+].[K+].[Cl-].[Li+], predict the reaction product. The product is: [CH2:1]([NH:3][S:4]([C:7]1[CH:12]=[CH:11][C:10]([C:35]2[CH:36]=[C:31]3[N:30]=[C:29]([CH2:28][CH2:27][C:23]4[CH:22]=[C:21]([O:20][CH3:19])[CH:26]=[CH:25][N:24]=4)[NH:38][C:32]3=[N:33][CH:34]=2)=[CH:9][CH:8]=1)(=[O:6])=[O:5])[CH3:2]. (5) Given the reactants Cl.[Cl:2][C:3]1[NH:7][C:6]([C:8]2[CH:13]=[CH:12][C:11]([NH:14][C:15](=[O:55])[C@@H:16]([NH:37][C:38]([C@H:40]3[CH2:45][CH2:44][C@H:43]([CH2:46][NH:47]C(=O)OC(C)(C)C)[CH2:42][CH2:41]3)=[O:39])[CH2:17][C:18]3[CH:23]=[CH:22][C:21]([C:24]4[CH:29]=[CH:28][C:27]([S:30](=[O:36])(=[O:35])[NH:31][CH2:32][CH2:33][OH:34])=[CH:26][CH:25]=4)=[CH:20][CH:19]=3)=[CH:10][CH:9]=2)=[N:5][N:4]=1.C(#N)C, predict the reaction product. The product is: [ClH:2].[NH2:47][CH2:46][C@H:43]1[CH2:44][CH2:45][C@H:40]([C:38]([NH:37][C@@H:16]([CH2:17][C:18]2[CH:23]=[CH:22][C:21]([C:24]3[CH:25]=[CH:26][C:27]([S:30](=[O:36])(=[O:35])[NH:31][CH2:32][CH2:33][OH:34])=[CH:28][CH:29]=3)=[CH:20][CH:19]=2)[C:15]([NH:14][C:11]2[CH:10]=[CH:9][C:8]([C:6]3[NH:7][C:3]([Cl:2])=[N:4][N:5]=3)=[CH:13][CH:12]=2)=[O:55])=[O:39])[CH2:41][CH2:42]1. (6) Given the reactants Cl[C:2]1[C:3]([CH:5]=[C:6]([NH:10][C:11]2[C:20]3[C:15](=[CH:16][C:17]([O:23][CH3:24])=[C:18]([O:21][CH3:22])[CH:19]=3)[N:14]=[CH:13][N:12]=2)[C:7](=[O:9])[CH:8]=1)=[O:4].[CH3:25][NH2:26], predict the reaction product. The product is: [CH3:22][O:21][C:18]1[CH:19]=[C:20]2[C:15](=[CH:16][C:17]=1[O:23][CH3:24])[N:14]=[CH:13][N:12]=[C:11]2[NH:10][C:6]1[C:7]([CH:8]=[C:2]([NH:26][CH3:25])[C:3](=[O:4])[CH:5]=1)=[O:9]. (7) Given the reactants [Br:1][C:2]1[O:6][C:5]([CH:7]([O:10][C:11]2[C:12]([F:21])=[C:13]([C:17]([F:20])=[CH:18][CH:19]=2)[C:14]([NH2:16])=[O:15])[CH2:8][OH:9])=[N:4][C:3]=1[C:22]1[CH:27]=[CH:26][C:25]([C:28]([F:31])([F:30])[F:29])=[CH:24][CH:23]=1.Cl[C:33]([O:35][C:36]1[CH:41]=[CH:40][C:39]([N+:42]([O-:44])=[O:43])=[CH:38][CH:37]=1)=[O:34].N1C=CC=CC=1.O, predict the reaction product. The product is: [C:33](=[O:34])([O:35][C:36]1[CH:37]=[CH:38][C:39]([N+:42]([O-:44])=[O:43])=[CH:40][CH:41]=1)[O:9][CH2:8][CH:7]([C:5]1[O:6][C:2]([Br:1])=[C:3]([C:22]2[CH:27]=[CH:26][C:25]([C:28]([F:29])([F:30])[F:31])=[CH:24][CH:23]=2)[N:4]=1)[O:10][C:11]1[CH:19]=[CH:18][C:17]([F:20])=[C:13]([C:14](=[O:15])[NH2:16])[C:12]=1[F:21]. (8) Given the reactants C(NC1C=C(OC)C=CC=1C1CCC2C(=CC=C(OC)C=2)C1)C.Cl.N1C=CC=CC=1C(Cl)=O.[CH2:34]([N:36]([C:45]1[CH:50]=[C:49]([O:51][CH3:52])[CH:48]=[CH:47][C:46]=1[CH:53]1[CH2:62][CH2:61][C:60]2[C:55](=[CH:56][CH:57]=[C:58]([O:63][CH3:64])[CH:59]=2)[CH2:54]1)[C:37]([C:39]1[CH:44]=[CH:43][CH:42]=[CH:41][N:40]=1)=O)[CH3:35], predict the reaction product. The product is: [CH2:34]([N:36]([C:45]1[CH:50]=[C:49]([O:51][CH3:52])[CH:48]=[CH:47][C:46]=1[CH:53]1[CH2:62][CH2:61][C:60]2[C:55](=[CH:56][CH:57]=[C:58]([O:63][CH3:64])[CH:59]=2)[CH2:54]1)[CH2:37][C:39]1[CH:44]=[CH:43][CH:42]=[CH:41][N:40]=1)[CH3:35]. (9) Given the reactants [C:1]([O:5][C:6]([N:8]1[CH2:13][CH2:12][C:11](=O)[CH:10](Br)[CH2:9]1)=[O:7])([CH3:4])([CH3:3])[CH3:2].[C:16]([NH2:22])([NH2:21])=[N:17][C:18]([NH2:20])=[S:19], predict the reaction product. The product is: [C:1]([O:5][C:6]([N:8]1[CH2:13][CH2:12][C:11]2[N:20]=[C:18]([NH:17][C:16]([NH2:22])=[NH:21])[S:19][C:10]=2[CH2:9]1)=[O:7])([CH3:4])([CH3:3])[CH3:2]. (10) Given the reactants [CH2:1]([O:3][CH:4]([O:22][CH2:23][CH3:24])[C:5]1[CH:21]=[CH:20][C:8]([CH2:9][NH:10][CH2:11][CH2:12][CH2:13][N:14]2[CH2:19][CH2:18][O:17][CH2:16][CH2:15]2)=[CH:7][CH:6]=1)[CH3:2].C(N(CC)CC)C.[C:32]1([C@@H:42]([N:44]=[C:45]=[O:46])[CH3:43])[C:41]2[C:36](=[CH:37][CH:38]=[CH:39][CH:40]=2)[CH:35]=[CH:34][CH:33]=1, predict the reaction product. The product is: [CH2:1]([O:3][CH:4]([O:22][CH2:23][CH3:24])[C:5]1[CH:6]=[CH:7][C:8]([CH2:9][N:10]([CH2:11][CH2:12][CH2:13][N:14]2[CH2:19][CH2:18][O:17][CH2:16][CH2:15]2)[C:45]([NH:44][C@H:42]([C:32]2[C:41]3[C:36](=[CH:37][CH:38]=[CH:39][CH:40]=3)[CH:35]=[CH:34][CH:33]=2)[CH3:43])=[O:46])=[CH:20][CH:21]=1)[CH3:2].